From a dataset of Catalyst prediction with 721,799 reactions and 888 catalyst types from USPTO. Predict which catalyst facilitates the given reaction. (1) Reactant: [OH:1][CH2:2][C:3]1[CH:10]=[C:9]([CH3:11])[C:6]([CH:7]=[O:8])=[C:5]([CH3:12])[C:4]=1[CH3:13].[Cl:14][C:15]1[CH:20]=[C:19]([Cl:21])[CH:18]=[CH:17][C:16]=1O.C1(P(C2C=CC=CC=2)C2C=CC=CC=2)C=CC=CC=1.N(C(OCC)=O)=NC(OCC)=O. Product: [Cl:14][C:15]1[CH:20]=[C:19]([Cl:21])[CH:18]=[CH:17][C:16]=1[O:1][CH2:2][C:3]1[CH:10]=[C:9]([CH3:11])[C:6]([CH:7]=[O:8])=[C:5]([CH3:12])[C:4]=1[CH3:13]. The catalyst class is: 7. (2) Reactant: Br[C:2]1[N:6]2[C:7]([CH3:11])=[CH:8][CH:9]=[CH:10][C:5]2=[N:4][C:3]=1[C:12]([N:14]([O:16][CH3:17])[CH3:15])=[O:13].[F:18][C:19]1[CH:20]=[C:21](B(O)O)[CH:22]=[C:23]([F:25])[CH:24]=1.C(=O)([O-])[O-].[Na+].[Na+]. Product: [F:18][C:19]1[CH:20]=[C:21]([C:2]2[N:6]3[C:7]([CH3:11])=[CH:8][CH:9]=[CH:10][C:5]3=[N:4][C:3]=2[C:12]([N:14]([O:16][CH3:17])[CH3:15])=[O:13])[CH:22]=[C:23]([F:25])[CH:24]=1. The catalyst class is: 70. (3) Reactant: [NH2:1][C:2]1[S:3][C:4]([C:19]([CH3:22])([CH3:21])[CH3:20])=[CH:5][C:6]=1[C:7]([N:9]1[CH2:14][CH2:13][NH:12][C:11](=[O:15])[C:10]1([CH2:17][CH3:18])[CH3:16])=[O:8].[Cl:23][C:24]1[CH:29]=[CH:28][CH:27]=[C:26]([N:30]=[C:31]=[O:32])[C:25]=1[Cl:33]. Product: [C:19]([C:4]1[S:3][C:2]([NH:1][C:31]([NH:30][C:26]2[CH:27]=[CH:28][CH:29]=[C:24]([Cl:23])[C:25]=2[Cl:33])=[O:32])=[C:6]([C:7]([N:9]2[CH2:14][CH2:13][NH:12][C:11](=[O:15])[C:10]2([CH2:17][CH3:18])[CH3:16])=[O:8])[CH:5]=1)([CH3:21])([CH3:20])[CH3:22]. The catalyst class is: 1. (4) Reactant: [NH2:1][C:2]1[N:7]=[C:6](Cl)[C:5]([C:9]#[N:10])=[C:4]([C:11]2[CH:16]=[CH:15][CH:14]=[CH:13][CH:12]=2)[N:3]=1.[CH:17]([OH:20])([CH3:19])[CH3:18].C1CCN2C(=NCCC2)CC1. Product: [NH2:1][C:2]1[N:7]=[C:6]([O:20][CH:17]([CH3:19])[CH3:18])[C:5]([C:9]#[N:10])=[C:4]([C:11]2[CH:16]=[CH:15][CH:14]=[CH:13][CH:12]=2)[N:3]=1. The catalyst class is: 57. (5) Reactant: [CH3:1][CH:2]1[CH2:7][CH2:6][N:5]([C:8]([C:10]2[CH:18]=[CH:17][C:16]3[N:15]([CH2:19][C:20]4[N:21]=[C:22]([CH3:25])[S:23][CH:24]=4)[C:14]4[CH2:26][CH2:27][N:28](C(OC(C)(C)C)=O)[CH2:29][C:13]=4[C:12]=3[CH:11]=2)=[O:9])[CH2:4][CH2:3]1.[ClH:37]. Product: [CH3:1][CH:2]1[CH2:3][CH2:4][N:5]([C:8]([C:10]2[CH:18]=[CH:17][C:16]3[N:15]([CH2:19][C:20]4[N:21]=[C:22]([CH3:25])[S:23][CH:24]=4)[C:14]4[CH2:26][CH2:27][NH:28][CH2:29][C:13]=4[C:12]=3[CH:11]=2)=[O:9])[CH2:6][CH2:7]1.[ClH:37]. The catalyst class is: 275. (6) Reactant: [OH:1][C:2]1([C:12]2[CH:17]=[CH:16][CH:15]=[CH:14][CH:13]=2)[C:10]2[C:5](=[CH:6][CH:7]=[CH:8][CH:9]=2)[NH:4][C:3]1=[O:11].C(=O)([O-])[O-].[Cs+].[Cs+].[CH2:24](Br)[C:25]1[CH:30]=[CH:29][CH:28]=[CH:27][CH:26]=1.O. Product: [CH2:24]([N:4]1[C:5]2[C:10](=[CH:9][CH:8]=[CH:7][CH:6]=2)[C:2]([OH:1])([C:12]2[CH:13]=[CH:14][CH:15]=[CH:16][CH:17]=2)[C:3]1=[O:11])[C:25]1[CH:30]=[CH:29][CH:28]=[CH:27][CH:26]=1. The catalyst class is: 131. (7) The catalyst class is: 36. Product: [F:1][C:2]1[S:3][C:4]2[CH2:9][CH2:8][CH:7]([C:10]([OH:12])=[O:11])[C:5]=2[N:6]=1. Reactant: [F:1][C:2]1[S:3][C:4]2[CH2:9][CH2:8][CH:7]([C:10]([O:12]CC)=[O:11])[C:5]=2[N:6]=1.[OH-].[Li+].Cl. (8) Reactant: C(Cl)(=O)C(Cl)=O.[CH3:7][N:8]([CH3:22])[C:9]1[C:18]2[C:13](=[CH:14][CH:15]=[CH:16][CH:17]=2)[C:12]([C:19]([OH:21])=O)=[CH:11][CH:10]=1.[NH2:23][C:24]1[C:25]([C:30]([O:32][CH3:33])=[O:31])=[N:26][CH:27]=[CH:28][N:29]=1.N1C=CC=CC=1. Product: [CH3:22][N:8]([CH3:7])[C:9]1[C:18]2[C:13](=[CH:14][CH:15]=[CH:16][CH:17]=2)[C:12]([C:19]([NH:23][C:24]2[C:25]([C:30]([O:32][CH3:33])=[O:31])=[N:26][CH:27]=[CH:28][N:29]=2)=[O:21])=[CH:11][CH:10]=1. The catalyst class is: 26.